Dataset: Full USPTO retrosynthesis dataset with 1.9M reactions from patents (1976-2016). Task: Predict the reactants needed to synthesize the given product. (1) Given the product [F:19][C:20]1[CH:25]=[CH:24][C:23]([S:26]([N:29]([CH:30]([CH3:32])[CH3:31])[CH2:33][C:34]([NH:38][CH2:37][CH:11]2[CH2:12][CH2:13][CH2:14][N:9]([C:6]3[CH:5]=[CH:4][C:3]([C:2]([F:1])([F:17])[F:18])=[CH:8][CH:7]=3)[CH2:10]2)=[O:36])(=[O:28])=[O:27])=[CH:22][CH:21]=1, predict the reactants needed to synthesize it. The reactants are: [F:1][C:2]([F:18])([F:17])[C:3]1[CH:8]=[CH:7][C:6]([N:9]2[CH2:14][CH2:13][CH2:12][CH:11](NC)[CH2:10]2)=[CH:5][CH:4]=1.[F:19][C:20]1[CH:25]=[CH:24][C:23]([S:26]([N:29]([CH2:33][C:34]([OH:36])=O)[CH:30]([CH3:32])[CH3:31])(=[O:28])=[O:27])=[CH:22][CH:21]=1.[CH3:37][N:38](C(ON1N=NC2C=CC=NC1=2)=[N+](C)C)C.F[P-](F)(F)(F)(F)F.C(N(CC)C(C)C)(C)C.OS([O-])(=O)=O.[K+]. (2) Given the product [F:32][C:2]([F:1])([F:33])[C:3]1[CH:4]=[C:5]([CH:29]=[CH:30][CH:31]=1)[CH2:6][N:7]1[C@@H:12]([C:13]([NH:15][C:16]2([C:19]3[CH:20]=[CH:21][C:22]([C:23]([OH:25])=[O:24])=[CH:27][CH:28]=3)[CH2:18][CH2:17]2)=[O:14])[CH2:11][C@@H:10]2[C@H:8]1[CH2:9]2, predict the reactants needed to synthesize it. The reactants are: [F:1][C:2]([F:33])([F:32])[C:3]1[CH:4]=[C:5]([CH:29]=[CH:30][CH:31]=1)[CH2:6][N:7]1[C@@H:12]([C:13]([NH:15][C:16]2([C:19]3[CH:28]=[CH:27][C:22]([C:23]([O:25]C)=[O:24])=[CH:21][CH:20]=3)[CH2:18][CH2:17]2)=[O:14])[CH2:11][CH:10]2[CH:8]1[CH2:9]2.O[Li].O. (3) Given the product [Cl:27][CH2:28][C:29]1[N:21]=[C:20]([C:17]2[CH:18]=[C:19]3[C:14](=[CH:15][CH:16]=2)[NH:13][C:12]2[N:23]([CH3:26])[C:24](=[O:25])[C:9]([C:3]4[CH:4]=[CH:5][C:6]([Cl:8])=[CH:7][C:2]=4[Cl:1])=[CH:10][C:11]3=2)[S:22][CH:31]=1, predict the reactants needed to synthesize it. The reactants are: [Cl:1][C:2]1[CH:7]=[C:6]([Cl:8])[CH:5]=[CH:4][C:3]=1[C:9]1[C:24](=[O:25])[N:23]([CH3:26])[C:12]2[NH:13][C:14]3[C:19]([C:11]=2[CH:10]=1)=[CH:18][C:17]([C:20](=[S:22])[NH2:21])=[CH:16][CH:15]=3.[Cl:27][CH2:28][C:29]([CH2:31]Cl)=O. (4) Given the product [CH3:18][O:7][C:6](=[O:8])[C:5]1[CH:9]=[CH:10][C:2]([NH2:1])=[C:3]([N+:11]([O-:13])=[O:12])[CH:4]=1, predict the reactants needed to synthesize it. The reactants are: [NH2:1][C:2]1[CH:10]=[CH:9][C:5]([C:6]([OH:8])=[O:7])=[CH:4][C:3]=1[N+:11]([O-:13])=[O:12].S(Cl)(Cl)=O.[CH3:18]O. (5) Given the product [C:1]([O:9][CH2:10][C@H:11]1[O:15][CH:14]([O:28][C:25](=[O:27])[CH3:26])[CH2:13][O:12]1)(=[O:8])[C:2]1[CH:3]=[CH:4][CH:5]=[CH:6][CH:7]=1, predict the reactants needed to synthesize it. The reactants are: [C:1]([O:9][CH2:10][C@H:11]1[O:15][C@@H:14](C(O)=O)[CH2:13][O:12]1)(=[O:8])[C:2]1[CH:7]=[CH:6][CH:5]=[CH:4][CH:3]=1.N1C=CC=CC=1.[C:25]([O-:28])(=[O:27])[CH3:26].[C:25]([O-:28])(=[O:27])[CH3:26].[C:25]([O-:28])(=[O:27])[CH3:26].[C:25]([O-:28])(=[O:27])[CH3:26].[Pb+4]. (6) Given the product [NH2:20][CH:17]1[CH2:16][CH2:15][N:14]([CH2:13][CH2:12][N:9]2[C:10]3[C:5](=[CH:4][CH:3]=[C:2]([F:1])[CH:11]=3)[C:6](=[O:30])[N:7]([CH3:29])[C:8]2=[O:28])[CH2:19][CH2:18]1, predict the reactants needed to synthesize it. The reactants are: [F:1][C:2]1[CH:11]=[C:10]2[C:5]([C:6](=[O:30])[N:7]([CH3:29])[C:8](=[O:28])[N:9]2[CH2:12][CH2:13][N:14]2[CH2:19][CH2:18][CH:17]([NH:20]C(=O)OC(C)(C)C)[CH2:16][CH2:15]2)=[CH:4][CH:3]=1.FC(F)(F)C(O)=O.NC1CCN(CCN2C3C=C(OC)C=CC=3COC2=O)CC1.